Dataset: Peptide-MHC class I binding affinity with 185,985 pairs from IEDB/IMGT. Task: Regression. Given a peptide amino acid sequence and an MHC pseudo amino acid sequence, predict their binding affinity value. This is MHC class I binding data. (1) The peptide sequence is ALTPPFHPY. The MHC is HLA-A02:03 with pseudo-sequence HLA-A02:03. The binding affinity (normalized) is 0.196. (2) The peptide sequence is FMECNLNELV. The MHC is HLA-A02:02 with pseudo-sequence HLA-A02:02. The binding affinity (normalized) is 0.776. (3) The peptide sequence is FVASFRLFAR. The MHC is HLA-A31:01 with pseudo-sequence HLA-A31:01. The binding affinity (normalized) is 0.825. (4) The peptide sequence is FTARIIIFS. The MHC is HLA-A02:03 with pseudo-sequence HLA-A02:03. The binding affinity (normalized) is 0.0847.